This data is from TCR-epitope binding with 47,182 pairs between 192 epitopes and 23,139 TCRs. The task is: Binary Classification. Given a T-cell receptor sequence (or CDR3 region) and an epitope sequence, predict whether binding occurs between them. (1) The epitope is YLNTLTLAV. The TCR CDR3 sequence is CASSLAVTLNTEAFF. Result: 1 (the TCR binds to the epitope). (2) The epitope is GTSGSPIVNR. The TCR CDR3 sequence is CASRRPREGLANEQFF. Result: 1 (the TCR binds to the epitope). (3) The epitope is KAFSPEVIPMF. The TCR CDR3 sequence is CASSTHLGSGNTIYF. Result: 0 (the TCR does not bind to the epitope). (4) The epitope is GLCTLVAML. The TCR CDR3 sequence is CASSYRDRENIQYF. Result: 1 (the TCR binds to the epitope). (5) The epitope is YLNTLTLAV. The TCR CDR3 sequence is CASSWGQSNEQFF. Result: 1 (the TCR binds to the epitope). (6) The epitope is DPFRLLQNSQVFS. The TCR CDR3 sequence is CASSQITGGTEAFF. Result: 0 (the TCR does not bind to the epitope). (7) Result: 0 (the TCR does not bind to the epitope). The TCR CDR3 sequence is CASSLGGYQETQYF. The epitope is FLASKIGRLV.